Dataset: Peptide-MHC class II binding affinity with 134,281 pairs from IEDB. Task: Regression. Given a peptide amino acid sequence and an MHC pseudo amino acid sequence, predict their binding affinity value. This is MHC class II binding data. (1) The peptide sequence is EKKYFAATQFEDLAA. The MHC is DRB1_1001 with pseudo-sequence DRB1_1001. The binding affinity (normalized) is 0.605. (2) The peptide sequence is CDDPRFQDSSSSKAPPPSLPS. The binding affinity (normalized) is 0.538. The MHC is DRB1_0701 with pseudo-sequence DRB1_0701. (3) The peptide sequence is VNEREFSKYFGNVRL. The MHC is DRB1_0101 with pseudo-sequence DRB1_0101. The binding affinity (normalized) is 0.551. (4) The peptide sequence is PNWVRKVFIDTIPNI. The MHC is DRB1_0701 with pseudo-sequence DRB1_0701. The binding affinity (normalized) is 0.515. (5) The peptide sequence is RGQALLVNSSQPWEP. The MHC is DRB3_0101 with pseudo-sequence DRB3_0101. The binding affinity (normalized) is 0.193. (6) The peptide sequence is AIKVAATAANAAPAN. The MHC is DRB1_0401 with pseudo-sequence DRB1_0401. The binding affinity (normalized) is 0.376.